This data is from Full USPTO retrosynthesis dataset with 1.9M reactions from patents (1976-2016). The task is: Predict the reactants needed to synthesize the given product. (1) Given the product [N:1]1([CH2:6][C:7]2[CH:23]=[CH:22][C:10]([CH2:11][N:12]3[CH:20]=[C:19]4[C:14]([N:15]=[CH:16][N:17]=[C:18]4[NH:32][CH2:31][C:28]4[CH:29]=[CH:30][C:25]([Cl:24])=[C:26]([O:33][CH3:34])[CH:27]=4)=[N:13]3)=[CH:9][CH:8]=2)[CH:5]=[CH:4][CH:3]=[N:2]1, predict the reactants needed to synthesize it. The reactants are: [N:1]1([CH2:6][C:7]2[CH:23]=[CH:22][C:10]([CH2:11][N:12]3[CH:20]=[C:19]4[C:14]([N:15]=[CH:16][N:17]=[C:18]4Cl)=[N:13]3)=[CH:9][CH:8]=2)[CH:5]=[CH:4][CH:3]=[N:2]1.[Cl:24][C:25]1[CH:30]=[CH:29][C:28]([CH2:31][NH2:32])=[CH:27][C:26]=1[O:33][CH3:34]. (2) The reactants are: [Cl:1][C:2]1[CH:3]=[N:4][CH:5]=[C:6]([Cl:26])[C:7]=1[NH:8][C:9]1[NH:10][C:11]2[C:17]3[CH2:18][C:19]([CH3:22])([CH3:21])[O:20][C:16]=3[C:15]([C:23](O)=[O:24])=[CH:14][C:12]=2[N:13]=1.F[B-](F)(F)F.[N:32]1(OC(N(C)C)=[N+](C)C)[C:36]2[CH:37]=[CH:38][CH:39]=[CH:40][C:35]=2N=N1.[CH3:49]N(C=O)C.[CH2:54]1[CH2:58]OC[CH2:55]1. Given the product [C:36]12([NH:32][C:23]([C:15]3[C:16]4[O:20][C:19]([CH3:22])([CH3:21])[CH2:18][C:17]=4[C:11]4[NH:10][C:9]([NH:8][C:7]5[C:6]([Cl:26])=[CH:5][N:4]=[CH:3][C:2]=5[Cl:1])=[N:13][C:12]=4[CH:14]=3)=[O:24])[CH2:55][CH:54]3[CH2:58][CH:38]([CH2:39][CH:40]([CH2:49]3)[CH2:35]1)[CH2:37]2, predict the reactants needed to synthesize it. (3) Given the product [OH:2][CH:1]([CH:3]1[CH2:5][CH:4]1[C:6]([O:8][CH2:9][CH3:10])=[O:7])[CH2:11][CH3:12], predict the reactants needed to synthesize it. The reactants are: [CH:1]([CH:3]1[CH2:5][CH:4]1[C:6]([O:8][CH2:9][CH3:10])=[O:7])=[O:2].[CH2:11]([Mg]Br)[CH3:12]. (4) Given the product [F:17][C:11]1[CH:10]=[C:9]2[C:14]([C:15]([CH3:16])=[C:6]([C:4]([NH:30][CH2:29][C:28]3[CH:31]=[CH:32][C:25]([F:24])=[CH:26][CH:27]=3)=[O:5])[C:7]([O:18][CH3:19])=[N:8]2)=[CH:13][CH:12]=1, predict the reactants needed to synthesize it. The reactants are: C(O[C:4]([C:6]1[C:7]([O:18][CH3:19])=[N:8][C:9]2[C:14]([C:15]=1[CH3:16])=[CH:13][CH:12]=[C:11]([F:17])[CH:10]=2)=[O:5])C.C[Al](C)C.[F:24][C:25]1[CH:32]=[CH:31][C:28]([CH2:29][NH2:30])=[CH:27][CH:26]=1.CCOC(C)=O.CCCCCC.